This data is from Forward reaction prediction with 1.9M reactions from USPTO patents (1976-2016). The task is: Predict the product of the given reaction. (1) Given the reactants N#N.C(=O)=O.CC(O)C.C[Mg]Cl.C1COCC1.[CH2:18]=[CH:19][C:20](=[CH2:22])[CH3:21].[CH2:23]([O:25][SiH:26]([O:30][CH2:31][CH3:32])[O:27][CH2:28][CH3:29])[CH3:24], predict the reaction product. The product is: [CH3:22][CH:20]([CH3:21])[CH:19]=[CH:18][Si:26]([O:30][CH2:31][CH3:32])([O:27][CH2:28][CH3:29])[O:25][CH2:23][CH3:24]. (2) The product is: [I:31][C:3]1[C:4]2[C:5](=[N:6][CH:7]=[C:8]([C:10]3[CH:11]=[C:12]([C:16]([N:18]4[CH2:23][CH2:22][O:21][CH2:20][CH2:19]4)=[O:17])[CH:13]=[CH:14][CH:15]=3)[CH:9]=2)[NH:1][CH:2]=1. Given the reactants [NH:1]1[C:5]2=[N:6][CH:7]=[C:8]([C:10]3[CH:11]=[C:12]([C:16]([N:18]4[CH2:23][CH2:22][O:21][CH2:20][CH2:19]4)=[O:17])[CH:13]=[CH:14][CH:15]=3)[CH:9]=[C:4]2[CH:3]=[CH:2]1.C1C(=O)N([I:31])C(=O)C1, predict the reaction product. (3) Given the reactants [CH2:1]([P:3]([OH:5])[OH:4])[CH3:2].[C:6](#[N:10])[C:7]([CH3:9])=[CH2:8].CC(N=NC(C#N)(C)C)(C#N)C, predict the reaction product. The product is: [CH2:1]([P:3]([CH2:8][CH:7]([C:6]#[N:10])[CH3:9])(=[O:5])[OH:4])[CH3:2]. (4) Given the reactants [O:1]1[CH2:6][CH2:5][CH:4]([C:7]2[C:8]([O:13][C:14]3[CH:20]=[CH:19][C:17]([NH2:18])=[CH:16][CH:15]=3)=[N:9][CH:10]=[CH:11][N:12]=2)[CH2:3][CH2:2]1.Br[C:22]1[CH:27]=[CH:26][C:25]([CH3:28])=[CH:24][N:23]=1.CC(C)([O-])C.[Na+], predict the reaction product. The product is: [CH3:28][C:25]1[CH:26]=[CH:27][C:22]([NH:18][C:17]2[CH:19]=[CH:20][C:14]([O:13][C:8]3[C:7]([CH:4]4[CH2:3][CH2:2][O:1][CH2:6][CH2:5]4)=[N:12][CH:11]=[CH:10][N:9]=3)=[CH:15][CH:16]=2)=[N:23][CH:24]=1.